The task is: Predict the product of the given reaction.. This data is from Forward reaction prediction with 1.9M reactions from USPTO patents (1976-2016). (1) The product is: [CH3:1][O:2][C:3](=[O:31])[CH2:4][C@H:5]([OH:30])[CH2:6][N:7]1[CH2:8][CH2:9][N:17]([C:18]2[CH:23]=[CH:22][C:21]([C:24]([F:26])([F:25])[F:27])=[C:20]([Cl:28])[CH:19]=2)[C@@H:15]([CH3:16])[C:14]1=[O:29]. Given the reactants [CH3:1][O:2][C:3](=[O:31])[CH2:4][C@H:5]([OH:30])[CH2:6][N:7]([C:14](=[O:29])[C@@H:15]([NH:17][C:18]1[CH:23]=[CH:22][C:21]([C:24]([F:27])([F:26])[F:25])=[C:20]([Cl:28])[CH:19]=1)[CH3:16])[CH2:8][CH:9](OC)OC.FC(F)(F)C(O)=O.C([SiH](CC)CC)C.C(N(CC)CC)C.OS([O-])(=O)=O.[K+].CCOC(C)=O, predict the reaction product. (2) Given the reactants [CH3:1][C:2]1([CH2:12][O:13]CC#C)[NH:6][C:5]2(CCC[CH2:8][CH2:7]2)[O:4][CH2:3]1.Cl, predict the reaction product. The product is: [NH2:6][C:2]([CH3:1])([CH2:3][O:4][CH2:5][C:7]#[CH:8])[CH2:12][OH:13].